This data is from Full USPTO retrosynthesis dataset with 1.9M reactions from patents (1976-2016). The task is: Predict the reactants needed to synthesize the given product. The reactants are: [C:1]([O:5][C:6](=[O:35])[NH:7][C:8]1([C:12]2[CH:17]=[CH:16][C:15]([C:18]3[C:27]([C:28]4[CH:33]=[CH:32][CH:31]=[CH:30][CH:29]=4)=[CH:26][C:25]4[C:24](=[O:34])[CH2:23][CH2:22][CH2:21][C:20]=4[N:19]=3)=[CH:14][CH:13]=2)[CH2:11][CH2:10][CH2:9]1)([CH3:4])([CH3:3])[CH3:2].CC(C)([O-])C.[K+].[N:42](OCCC(C)C)=[O:43]. Given the product [C:1]([O:5][C:6](=[O:35])[NH:7][C:8]1([C:12]2[CH:13]=[CH:14][C:15]([C:18]3[C:27]([C:28]4[CH:29]=[CH:30][CH:31]=[CH:32][CH:33]=4)=[CH:26][C:25]4[C:24](=[O:34])[C:23](=[N:42][OH:43])[CH2:22][CH2:21][C:20]=4[N:19]=3)=[CH:16][CH:17]=2)[CH2:9][CH2:10][CH2:11]1)([CH3:4])([CH3:2])[CH3:3], predict the reactants needed to synthesize it.